Dataset: Reaction yield outcomes from USPTO patents with 853,638 reactions. Task: Predict the reaction yield, written as a fraction of the theoretical maximum amount of product (1.0 means a 100% yield; for example, 0.34 means a 34% yield). (1) The reactants are [C:1]([C:5]1[CH:10]=[CH:9][N:8]([CH2:11][CH2:12][CH2:13][CH3:14])[C:7](=[NH:15])[CH:6]=1)([CH3:4])([CH3:3])[CH3:2].[F:16][C:17]1[CH:25]=[CH:24][C:23]([C:26]([F:29])([F:28])[F:27])=[CH:22][C:18]=1[C:19](O)=[O:20].CCN(CC)CC.CCCP(=O)=O. The catalyst is C1COCC1. The product is [CH2:11]([N:8]1[CH:9]=[CH:10][C:5]([C:1]([CH3:4])([CH3:3])[CH3:2])=[CH:6]/[C:7]/1=[N:15]\[C:19](=[O:20])[C:18]1[CH:22]=[C:23]([C:26]([F:27])([F:28])[F:29])[CH:24]=[CH:25][C:17]=1[F:16])[CH2:12][CH2:13][CH3:14]. The yield is 0.440. (2) The reactants are [CH3:1][C:2]([CH3:37])([CH2:34][CH:35]=[CH2:36])[C:3]([C:5]1[C:13]2[C:8](=[N:9][CH:10]=[C:11]([C:14]3[CH:19]=[C:18]([O:20][CH3:21])[C:17]([O:22][CH3:23])=[C:16]([O:24][CH3:25])[CH:15]=3)[N:12]=2)[N:7](COCC[Si](C)(C)C)[CH:6]=1)=[O:4].O.O.O.C([O-])(=O)C.[Na+]. The catalyst is ClCCl.FC(F)(F)C(O)=O. The product is [CH3:1][C:2]([CH3:37])([CH2:34][CH:35]=[CH2:36])[C:3]([C:5]1[C:13]2[C:8](=[N:9][CH:10]=[C:11]([C:14]3[CH:19]=[C:18]([O:20][CH3:21])[C:17]([O:22][CH3:23])=[C:16]([O:24][CH3:25])[CH:15]=3)[N:12]=2)[NH:7][CH:6]=1)=[O:4]. The yield is 0.500. (3) The reactants are [Cl:1][C:2]1[CH:15]=[CH:14][C:13]([Cl:16])=[CH:12][C:3]=1[O:4][CH2:5][CH:6]1[CH2:11][CH2:10][NH:9][CH2:8][CH2:7]1.[N:17]1([CH2:22][C:23]2[CH:28]=[CH:27][C:26]([NH:29][C:30](=O)[O:31]C3C=CC=CC=3)=[CH:25][CH:24]=2)[CH:21]=[CH:20][CH:19]=[N:18]1. No catalyst specified. The product is [Cl:1][C:2]1[CH:15]=[CH:14][C:13]([Cl:16])=[CH:12][C:3]=1[O:4][CH2:5][CH:6]1[CH2:11][CH2:10][N:9]([C:30]([NH:29][C:26]2[CH:27]=[CH:28][C:23]([CH2:22][N:17]3[CH:21]=[CH:20][CH:19]=[N:18]3)=[CH:24][CH:25]=2)=[O:31])[CH2:8][CH2:7]1. The yield is 0.700. (4) The reactants are [F:1][C:2]1[CH:7]=[C:6]([C:8]2[CH:13]=[CH:12][N:11]=[C:10]3[NH:14][C:15]([C:17]4[CH:22]=[C:21]([O:23][CH3:24])[CH:20]=[CH:19][N:18]=4)=[N:16][C:9]=23)[CH:5]=[CH:4][C:3]=1[CH2:25][NH:26][C:27](=[O:33])OC(C)(C)C.[C:34]([C:38]1[O:42][N:41]=[C:40](C([O-])=O)[N:39]=1)([CH3:37])([CH3:36])[CH3:35]. No catalyst specified. The product is [C:34]([C:38]1[O:42][N:41]=[C:40]([C:27]([NH:26][CH2:25][C:3]2[CH:4]=[CH:5][C:6]([C:8]3[CH:13]=[CH:12][N:11]=[C:10]4[NH:14][C:15]([C:17]5[CH:22]=[C:21]([O:23][CH3:24])[CH:20]=[CH:19][N:18]=5)=[N:16][C:9]=34)=[CH:7][C:2]=2[F:1])=[O:33])[N:39]=1)([CH3:37])([CH3:36])[CH3:35]. The yield is 0.120. (5) The product is [NH2:17][C:10]1[CH:9]=[CH:8][C:7]([CH2:6][NH:5][S:2]([CH3:1])(=[O:4])=[O:3])=[CH:16][C:11]=1[C:12]([O:14][CH3:15])=[O:13]. The reactants are [CH3:1][S:2]([NH:5][CH2:6][C:7]1[CH:8]=[CH:9][C:10]([N+:17]([O-])=O)=[C:11]([CH:16]=1)[C:12]([O:14][CH3:15])=[O:13])(=[O:4])=[O:3]. The yield is 0.530. The catalyst is CCO. (6) The reactants are [OH:1][CH:2]1[CH:9]2[CH2:10][C:5]3([C:12]([O:14][CH3:15])=[O:13])[CH2:6][CH:7]([CH2:11][CH:3]1[CH2:4]3)[CH2:8]2.N1C=CC=CC=1.[Cl:22][C:23](Cl)([O:25]C(=O)OC(Cl)(Cl)Cl)Cl. The catalyst is C(Cl)Cl. The product is [Cl:22][C:23]([O:1][CH:2]1[CH:9]2[CH2:10][C:5]3([C:12]([O:14][CH3:15])=[O:13])[CH2:6][CH:7]([CH2:11][CH:3]1[CH2:4]3)[CH2:8]2)=[O:25]. The yield is 0.910.